Dataset: Full USPTO retrosynthesis dataset with 1.9M reactions from patents (1976-2016). Task: Predict the reactants needed to synthesize the given product. (1) Given the product [CH2:10]([O:12][C:13]([C:14]1[NH:15][C:4]2[C:3]([CH3:9])=[C:2]([Br:1])[S:6][C:5]=2[CH:7]=1)=[O:18])[CH3:11], predict the reactants needed to synthesize it. The reactants are: [Br:1][C:2]1[S:6][C:5]([CH:7]=O)=[CH:4][C:3]=1[CH3:9].[CH2:10]([O:12][C:13](=[O:18])[CH2:14][N:15]=[N+]=[N-])[CH3:11]. (2) Given the product [C:5]([O:8][C@@H:9]1[C@@H:14]([O:15][C:16](=[O:18])[CH3:17])[C@H:13]([O:19][C:20](=[O:22])[CH3:21])[C@@H:12]([CH2:23][O:24][C:25](=[O:27])[CH3:26])[O:11][C@H:10]1[N:3]=[C:2]=[S:1])(=[O:7])[CH3:6], predict the reactants needed to synthesize it. The reactants are: [S-:1][C:2]#[N:3].[K+].[C:5]([O:8][C@@H:9]1[C@@H:14]([O:15][C:16](=[O:18])[CH3:17])[C@H:13]([O:19][C:20](=[O:22])[CH3:21])[C@@H:12]([CH2:23][O:24][C:25](=[O:27])[CH3:26])[O:11][C@@H:10]1Br)(=[O:7])[CH3:6]. (3) Given the product [F:1][C:2]1[CH:7]=[CH:6][CH:5]=[CH:4][C:3]=1[N:8]1[C:16]2[C:11](=[C:12]([N:17]3[CH2:22][CH2:21][CH2:20][N:19]([CH2:27][C:28]([O:30][CH2:31][CH3:32])=[O:29])[C:18]3=[O:23])[CH:13]=[CH:14][CH:15]=2)[CH:10]=[N:9]1, predict the reactants needed to synthesize it. The reactants are: [F:1][C:2]1[CH:7]=[CH:6][CH:5]=[CH:4][C:3]=1[N:8]1[C:16]2[C:11](=[C:12]([N:17]3[CH2:22][CH2:21][CH2:20][NH:19][C:18]3=[O:23])[CH:13]=[CH:14][CH:15]=2)[CH:10]=[N:9]1.[H-].[Na+].I[CH2:27][C:28]([O:30][CH2:31][CH3:32])=[O:29]. (4) Given the product [Br:1][C:2]1[C:3]([CH3:11])=[C:4]([Cl:10])[C:5]([CH:8]=[O:9])=[N:6][CH:7]=1, predict the reactants needed to synthesize it. The reactants are: [Br:1][C:2]1[C:3]([CH3:11])=[C:4]([Cl:10])[C:5]([CH2:8][OH:9])=[N:6][CH:7]=1.CC(OI1(OC(C)=O)(OC(C)=O)OC(=O)C2C=CC=CC1=2)=O. (5) Given the product [CH2:1]([O:3][C:4](=[O:13])[C:5](=[CH:11][NH:44][C:40]1[CH:41]=[CH:42][CH:43]=[C:38]([C:29]2[C:30]3[C:25](=[CH:24][C:23]([O:22][CH3:21])=[C:32]4[O:33][C:34]([CH3:36])([CH3:37])[CH2:35][C:31]4=3)[CH2:26][C:27]([CH3:46])([CH3:45])[N:28]=2)[CH:39]=1)[C:6]([O:8][CH2:9][CH3:10])=[O:7])[CH3:2], predict the reactants needed to synthesize it. The reactants are: [CH2:1]([O:3][C:4](=[O:13])[C:5](=[CH:11]Cl)[C:6]([O:8][CH2:9][CH3:10])=[O:7])[CH3:2].C(N(CC)CC)C.[CH3:21][O:22][C:23]1[CH:24]=[C:25]2[C:30](=[C:31]3[CH2:35][C:34]([CH3:37])([CH3:36])[O:33][C:32]=13)[C:29]([C:38]1[CH:39]=[C:40]([NH2:44])[CH:41]=[CH:42][CH:43]=1)=[N:28][C:27]([CH3:46])([CH3:45])[CH2:26]2.O. (6) The reactants are: [CH3:1][O:2][C:3]1[CH:8]=[CH:7][C:6]([CH:9]2[CH2:14][CH2:13][CH:12]([CH2:15][C:16]([OH:18])=O)[CH2:11][CH2:10]2)=[CH:5][CH:4]=1.[Cl:19][C:20]1[CH:26]=[CH:25][C:23]([NH2:24])=[CH:22][CH:21]=1.CN(C(ON1N=NC2C=CC=NC1=2)=[N+](C)C)C.F[P-](F)(F)(F)(F)F.CCN(C(C)C)C(C)C. Given the product [Cl:19][C:20]1[CH:26]=[CH:25][C:23]([NH:24][C:16](=[O:18])[CH2:15][C@H:12]2[CH2:11][CH2:10][C@@H:9]([C:6]3[CH:5]=[CH:4][C:3]([O:2][CH3:1])=[CH:8][CH:7]=3)[CH2:14][CH2:13]2)=[CH:22][CH:21]=1, predict the reactants needed to synthesize it.